The task is: Regression/Classification. Given a drug SMILES string, predict its absorption, distribution, metabolism, or excretion properties. Task type varies by dataset: regression for continuous measurements (e.g., permeability, clearance, half-life) or binary classification for categorical outcomes (e.g., BBB penetration, CYP inhibition). For this dataset (ppbr_az), we predict Y.. This data is from Plasma protein binding rate (PPBR) regression data from AstraZeneca. (1) The compound is CCOc1cc2ncc(C(N)=O)c(Nc3cccc(Cl)c3Cl)c2cc1N1CCN(CCO)CC1. The Y is 95.2 %. (2) The drug is CS(=O)(=O)c1ccc2c(C(=O)NC[C@@H](O)CN3CCC(Oc4ccc(Cl)c(Cl)c4)CC3)c[nH]c(=O)c2c1. The Y is 90.3 %. (3) The compound is CC(C)(C)NS(=O)(=O)c1cncc(-c2ccc3nc(NC(=O)NCC(=O)N4CCCC4)nn3c2)c1. The Y is 67.1 %. (4) The drug is Cc1[nH]c(/C=C2\C(=O)Nc3ccc(F)cc32)c(C)c1C(=O)NCCN(C)C. The Y is 82.7 %. (5) The molecule is Nc1c2c(nc3ccccc13)CCCC2. The Y is 53.5 %. (6) The drug is CC(CC(=O)OC(C)(C)C)NC(=O)C1=NOC(C(O)(C(F)(F)F)C(F)(F)F)C1. The Y is 80.7 %. (7) The molecule is COc1cc2ncnc(Nc3ccc(F)c(Cl)c3)c2cc1NC(=O)/C=C/CN1CCCCC1. The Y is 98.2 %. (8) The compound is Cc1ccc(S(=O)(=O)Nc2c(C(=O)N[C@@H](C)C(C)(C)C)c(C)nn2C2CCOCC2)cc1. The Y is 79.2 %. (9) The compound is CCn1cc(CNC(=O)c2cc(-c3ccc(C)cc3)nc3ccc(Br)cc23)c(C)n1. The Y is 99.9 %.